Task: Regression. Given two drug SMILES strings and cell line genomic features, predict the synergy score measuring deviation from expected non-interaction effect.. Dataset: NCI-60 drug combinations with 297,098 pairs across 59 cell lines (1) Drug 1: C1=CN(C(=O)N=C1N)C2C(C(C(O2)CO)O)O.Cl. Drug 2: CCN(CC)CCCC(C)NC1=C2C=C(C=CC2=NC3=C1C=CC(=C3)Cl)OC. Cell line: OVCAR3. Synergy scores: CSS=24.0, Synergy_ZIP=-10.8, Synergy_Bliss=-4.07, Synergy_Loewe=-6.98, Synergy_HSA=-3.27. (2) Drug 1: CCC1=C2CN3C(=CC4=C(C3=O)COC(=O)C4(CC)O)C2=NC5=C1C=C(C=C5)O. Cell line: SW-620. Drug 2: CN1C=C(C=N1)C2=C3N=C(C(=C(N3N=C2)N)Br)C4CCCNC4. Synergy scores: CSS=40.3, Synergy_ZIP=2.00, Synergy_Bliss=-0.569, Synergy_Loewe=-66.0, Synergy_HSA=-0.327. (3) Drug 2: CS(=O)(=O)CCNCC1=CC=C(O1)C2=CC3=C(C=C2)N=CN=C3NC4=CC(=C(C=C4)OCC5=CC(=CC=C5)F)Cl. Drug 1: CC1=C(C=C(C=C1)NC2=NC=CC(=N2)N(C)C3=CC4=NN(C(=C4C=C3)C)C)S(=O)(=O)N.Cl. Cell line: LOX IMVI. Synergy scores: CSS=3.23, Synergy_ZIP=-1.58, Synergy_Bliss=-2.72, Synergy_Loewe=-0.434, Synergy_HSA=-1.52. (4) Drug 1: CS(=O)(=O)C1=CC(=C(C=C1)C(=O)NC2=CC(=C(C=C2)Cl)C3=CC=CC=N3)Cl. Drug 2: COC1=C(C=C2C(=C1)N=CN=C2NC3=CC(=C(C=C3)F)Cl)OCCCN4CCOCC4. Cell line: UACC-257. Synergy scores: CSS=34.9, Synergy_ZIP=16.0, Synergy_Bliss=16.6, Synergy_Loewe=12.9, Synergy_HSA=15.4. (5) Drug 1: C1CCC(C1)C(CC#N)N2C=C(C=N2)C3=C4C=CNC4=NC=N3. Drug 2: CN1C(=O)N2C=NC(=C2N=N1)C(=O)N. Cell line: 786-0. Synergy scores: CSS=11.2, Synergy_ZIP=1.37, Synergy_Bliss=4.23, Synergy_Loewe=4.41, Synergy_HSA=4.63. (6) Drug 1: COC1=C(C=C2C(=C1)N=CN=C2NC3=CC(=C(C=C3)F)Cl)OCCCN4CCOCC4. Drug 2: C1=C(C(=O)NC(=O)N1)N(CCCl)CCCl. Cell line: SK-OV-3. Synergy scores: CSS=44.9, Synergy_ZIP=-11.8, Synergy_Bliss=-4.65, Synergy_Loewe=-11.6, Synergy_HSA=-1.22. (7) Drug 1: CC1=C(C=C(C=C1)NC2=NC=CC(=N2)N(C)C3=CC4=NN(C(=C4C=C3)C)C)S(=O)(=O)N.Cl. Drug 2: CC1=C(C(=CC=C1)Cl)NC(=O)C2=CN=C(S2)NC3=CC(=NC(=N3)C)N4CCN(CC4)CCO. Cell line: OVCAR-4. Synergy scores: CSS=12.9, Synergy_ZIP=0.671, Synergy_Bliss=4.90, Synergy_Loewe=3.09, Synergy_HSA=5.47.